This data is from Full USPTO retrosynthesis dataset with 1.9M reactions from patents (1976-2016). The task is: Predict the reactants needed to synthesize the given product. (1) Given the product [CH3:26][N:27]([CH:29]=[C:14]1[C:13](=[O:18])[C:10]2=[N:11][CH:12]=[C:7]([N:6]3[CH2:5][C@H:4]([CH2:19][NH:20][C:21](=[O:23])[CH3:22])[O:3][C:2]3=[O:1])[CH:8]=[C:9]2[CH2:17][CH2:16][CH2:15]1)[CH3:28], predict the reactants needed to synthesize it. The reactants are: [O:1]=[C:2]1[N:6]([C:7]2[CH:8]=[C:9]3[CH2:17][CH2:16][CH2:15][CH2:14][C:13](=[O:18])[C:10]3=[N:11][CH:12]=2)[CH2:5][C@H:4]([CH2:19][NH:20][C:21](=[O:23])[CH3:22])[O:3]1.CO[CH:26](OC)[N:27]([CH3:29])[CH3:28]. (2) Given the product [F:11][C:10]1[C:5]([C:3]2[N:12]=[C:13]([NH2:15])[S:14][CH:2]=2)=[N:6][CH:7]=[CH:8][CH:9]=1, predict the reactants needed to synthesize it. The reactants are: Br[CH2:2][C:3]([C:5]1[C:10]([F:11])=[CH:9][CH:8]=[CH:7][N:6]=1)=O.[NH2:12][C:13]([NH2:15])=[S:14]. (3) Given the product [NH2:2][C:3]1[CH:11]=[CH:10][C:6]([C:7]([O:9][CH2:14][CH2:15][CH2:16][O:25][C:23](=[O:24])[C:22]2[CH:26]=[CH:27][C:19]([NH2:18])=[CH:20][CH:21]=2)=[O:8])=[CH:5][CH:4]=1, predict the reactants needed to synthesize it. The reactants are: [Na].[NH2:2][C:3]1[CH:11]=[CH:10][C:6]([C:7]([O-:9])=[O:8])=[CH:5][CH:4]=1.[K+].Cl[CH2:14][CH2:15][CH2:16]Cl.[NH2:18][C:19]1[CH:27]=[CH:26][C:22]([C:23]([O-:25])=[O:24])=[CH:21][CH:20]=1.[Na+]. (4) Given the product [O:2]1[CH2:7][CH2:6][N:5]([C:8]2[CH:9]=[C:10]([NH:14][C:15]3[N:16]=[C:17]([C:32]4[CH:33]=[C:34]([NH:38][C:39](=[O:42])[CH:40]=[CH2:41])[CH:35]=[CH:36][CH:37]=4)[C:18]4[CH:23]=[CH:22][NH:21][C:19]=4[N:20]=3)[CH:11]=[CH:12][CH:13]=2)[CH2:4][CH2:3]1, predict the reactants needed to synthesize it. The reactants are: Cl.[O:2]1[CH2:7][CH2:6][N:5]([C:8]2[CH:9]=[C:10]([NH:14][C:15]3[N:16]=[C:17]([C:32]4[CH:33]=[C:34]([NH:38][C:39](=[O:42])[CH:40]=[CH2:41])[CH:35]=[CH:36][CH:37]=4)[C:18]4[CH:23]=[CH:22][N:21](COCC[Si](C)(C)C)[C:19]=4[N:20]=3)[CH:11]=[CH:12][CH:13]=2)[CH2:4][CH2:3]1.C(=O)(O)[O-].[Na+]. (5) Given the product [ClH:1].[C:13]([C@:10]1([CH:15]2[CH2:17][CH2:16]2)[CH2:11][CH2:12][N:8]([C:6]2[CH:5]=[CH:4][N:3]=[C:2]([NH:19][C:20]3[CH:21]=[N:22][N:23]([CH2:25][C:26]([NH:28][CH3:29])=[O:27])[CH:24]=3)[N:7]=2)[C:9]1=[O:18])#[N:14], predict the reactants needed to synthesize it. The reactants are: [Cl:1][C:2]1[N:7]=[C:6]([N:8]2[CH2:12][CH2:11][C@@:10]([CH:15]3[CH2:17][CH2:16]3)([C:13]#[N:14])[C:9]2=[O:18])[CH:5]=[CH:4][N:3]=1.[NH2:19][C:20]1[CH:21]=[N:22][N:23]([CH2:25][C:26]([NH:28][CH3:29])=[O:27])[CH:24]=1.C(O)(=O)C. (6) Given the product [F:39][C:36]1[CH:37]=[CH:38][C:33]([C:32]#[C:31][N:6]2[C:7]3[CH:8]=[CH:9][C:10]([CH3:13])=[CH:11][C:12]=3[C:4]3[CH2:3][N:2]([CH3:1])[CH2:15][CH2:14][C:5]2=3)=[CH:34][CH:35]=1, predict the reactants needed to synthesize it. The reactants are: [CH3:1][N:2]1[CH2:15][CH2:14][C:5]2[NH:6][C:7]3[CH:8]=[CH:9][C:10]([CH3:13])=[CH:11][C:12]=3[C:4]=2[CH2:3]1.N1C2C(=CC=C3C=2N=CC=C3)C=CC=1.Br[C:31]#[C:32][C:33]1[CH:38]=[CH:37][C:36]([F:39])=[CH:35][CH:34]=1. (7) Given the product [F:25][CH:23]([F:24])[C:22]([NH:17][C@H:16]([CH2:27][F:28])[C@H:15]([OH:19])[C:12]1[CH:13]=[CH:14][C:9]([C:6]2[CH:7]=[N:8][C:3]([CH2:2][NH:35][C:31]3[N:30]([CH3:29])[CH:34]=[CH:33][N:32]=3)=[CH:4][CH:5]=2)=[CH:10][CH:11]=1)=[O:26], predict the reactants needed to synthesize it. The reactants are: Cl[CH2:2][C:3]1[N:8]=[CH:7][C:6]([C:9]2[CH:14]=[CH:13][C:12]([C@H:15]3[O:19]C(C)(C)[N:17]([C:22](=[O:26])[CH:23]([F:25])[F:24])[C@@H:16]3[CH2:27][F:28])=[CH:11][CH:10]=2)=[CH:5][CH:4]=1.[CH3:29][N:30]1[CH:34]=[CH:33][N:32]=[C:31]1[NH2:35].